From a dataset of NCI-60 drug combinations with 297,098 pairs across 59 cell lines. Regression. Given two drug SMILES strings and cell line genomic features, predict the synergy score measuring deviation from expected non-interaction effect. (1) Drug 1: CC1OCC2C(O1)C(C(C(O2)OC3C4COC(=O)C4C(C5=CC6=C(C=C35)OCO6)C7=CC(=C(C(=C7)OC)O)OC)O)O. Drug 2: COCCOC1=C(C=C2C(=C1)C(=NC=N2)NC3=CC=CC(=C3)C#C)OCCOC.Cl. Cell line: MOLT-4. Synergy scores: CSS=76.5, Synergy_ZIP=6.06, Synergy_Bliss=5.56, Synergy_Loewe=-14.2, Synergy_HSA=5.12. (2) Drug 1: C1CN1C2=NC(=NC(=N2)N3CC3)N4CC4. Drug 2: C1=NC2=C(N1)C(=S)N=C(N2)N. Cell line: UO-31. Synergy scores: CSS=38.1, Synergy_ZIP=-5.23, Synergy_Bliss=0.0601, Synergy_Loewe=-9.27, Synergy_HSA=1.95. (3) Drug 1: CN1CCC(CC1)COC2=C(C=C3C(=C2)N=CN=C3NC4=C(C=C(C=C4)Br)F)OC. Drug 2: CCCCC(=O)OCC(=O)C1(CC(C2=C(C1)C(=C3C(=C2O)C(=O)C4=C(C3=O)C=CC=C4OC)O)OC5CC(C(C(O5)C)O)NC(=O)C(F)(F)F)O. Cell line: OVCAR-4. Synergy scores: CSS=8.39, Synergy_ZIP=-3.65, Synergy_Bliss=-1.95, Synergy_Loewe=0.373, Synergy_HSA=0.286. (4) Drug 1: CN1C(=O)N2C=NC(=C2N=N1)C(=O)N. Drug 2: C(=O)(N)NO. Cell line: MDA-MB-231. Synergy scores: CSS=4.34, Synergy_ZIP=-2.13, Synergy_Bliss=-1.12, Synergy_Loewe=0.229, Synergy_HSA=0.396. (5) Drug 1: CC12CCC3C(C1CCC2=O)CC(=C)C4=CC(=O)C=CC34C. Drug 2: C1CCC(CC1)NC(=O)N(CCCl)N=O. Cell line: NCI-H460. Synergy scores: CSS=30.5, Synergy_ZIP=5.43, Synergy_Bliss=6.58, Synergy_Loewe=-16.8, Synergy_HSA=6.82.